Predict the reaction yield, written as a fraction of the theoretical maximum amount of product (1.0 means a 100% yield; for example, 0.34 means a 34% yield). From a dataset of Reaction yield outcomes from USPTO patents with 853,638 reactions. The reactants are [CH3:1][O:2][C:3]1[CH:4]=[C:5]([C:12]2[CH2:13][CH2:14][N:15]([CH3:18])[CH2:16][CH:17]=2)[CH:6]=[CH:7][C:8]=1[N+:9]([O-])=O. The catalyst is [OH-].[Pd+2].[OH-].CCO. The product is [CH3:1][O:2][C:3]1[CH:4]=[C:5]([CH:12]2[CH2:17][CH2:16][N:15]([CH3:18])[CH2:14][CH2:13]2)[CH:6]=[CH:7][C:8]=1[NH2:9]. The yield is 0.990.